The task is: Predict the reactants needed to synthesize the given product.. This data is from Full USPTO retrosynthesis dataset with 1.9M reactions from patents (1976-2016). (1) Given the product [C:7]1([S:2]([Cl:1])(=[O:5])=[O:3])[CH:15]=[CH:14][CH:13]=[CH:12][CH:8]=1, predict the reactants needed to synthesize it. The reactants are: [Cl:1][S:2]([OH:5])(=O)=[O:3].Cl[C:7]1[C:15](F)=[CH:14][CH:13]=[C:12]2[C:8]=1CCN2[C@H]1CCN([C:7]2[CH:15]=[CH:14][CH:13]=[CH:12][CH:8]=2)C1=O. (2) Given the product [ClH:19].[CH3:1][C:2]1([CH3:18])[C@H:6]([NH2:7])[CH2:5][CH2:4][S:3]1(=[O:17])=[O:16], predict the reactants needed to synthesize it. The reactants are: [CH3:1][C:2]1([CH3:18])[C@H:6]([NH:7]C(=O)C2C=CC=CC=2)[CH2:5][CH2:4][S:3]1(=[O:17])=[O:16].[ClH:19]. (3) Given the product [ClH:7].[NH2:15][CH2:23][C:24]1[CH:29]=[CH:28][C:27]([C:30]#[N:31])=[CH:26][N:25]=1, predict the reactants needed to synthesize it. The reactants are: O1CCOCC1.[ClH:7].C(OC([N:15]([CH2:23][C:24]1[CH:29]=[CH:28][C:27]([C:30]#[N:31])=[CH:26][N:25]=1)C(OC(C)(C)C)=O)=O)(C)(C)C. (4) Given the product [C:8]1(=[O:15])[C:9]2[C:14]3=[C:13]([CH:2]=[CH:3][CH2:4][N:5]3[C:6](=[O:16])[NH:7]1)[CH:12]=[CH:11][CH:10]=2, predict the reactants needed to synthesize it. The reactants are: O[CH:2]1[C:13]2=[C:14]3[C:9](=[CH:10][CH:11]=[CH:12]2)[C:8](=[O:15])[NH:7][C:6](=[O:16])[N:5]3[CH2:4][CH2:3]1.O.C1(C)C=CC(S(O)(=O)=O)=CC=1. (5) Given the product [C:34]([C:2]1[CH:3]=[C:4]2[C:9](=[CH:10][C:11]=1[O:12][CH2:13][C:14]1[CH:15]=[N:16][CH:17]=[CH:18][CH:19]=1)[N:8]=[C:7]([NH:20][C:21]1[CH:26]=[CH:25][CH:24]=[C:23]([CH2:27][N:28]3[CH2:33][CH2:32][O:31][CH2:30][CH2:29]3)[CH:22]=1)[N:6]=[CH:5]2)#[CH:35], predict the reactants needed to synthesize it. The reactants are: Br[C:2]1[CH:3]=[C:4]2[C:9](=[CH:10][C:11]=1[O:12][CH2:13][C:14]1[CH:15]=[N:16][CH:17]=[CH:18][CH:19]=1)[N:8]=[C:7]([NH:20][C:21]1[CH:26]=[CH:25][CH:24]=[C:23]([CH2:27][N:28]3[CH2:33][CH2:32][O:31][CH2:30][CH2:29]3)[CH:22]=1)[N:6]=[CH:5]2.[CH2:34](N(CC)CC)[CH3:35].C[Si](C#C)(C)C.[F-].C[N+](C)(C)C.